This data is from Full USPTO retrosynthesis dataset with 1.9M reactions from patents (1976-2016). The task is: Predict the reactants needed to synthesize the given product. (1) Given the product [CH2:45]([C:51]1[CH:52]=[C:53]([CH2:54][NH:55][C:38](=[O:40])[C:37]2[CH:41]=[CH:42][CH:43]=[N:44][C:36]=2[NH2:35])[CH:56]=[CH:57][CH:58]=1)[CH2:46][CH2:47][CH2:48][CH2:49][CH3:50], predict the reactants needed to synthesize it. The reactants are: CN([P+](ON1N=NC2C=CC=CC1=2)(N(C)C)N(C)C)C.F[P-](F)(F)(F)(F)F.C(N(CC)CC)C.[NH2:35][C:36]1[N:44]=[CH:43][CH:42]=[CH:41][C:37]=1[C:38]([OH:40])=O.[CH2:45]([C:51]1[CH:52]=[C:53]([CH:56]=[CH:57][CH:58]=1)[CH2:54][NH2:55])[CH2:46][CH2:47][CH2:48][CH2:49][CH3:50]. (2) The reactants are: [CH2:1]([O:3][C:4](=[O:39])[N:5]([C:16]1[CH:21]=[CH:20][C:19]([C:22]([C:33]2[CH:38]=[CH:37][CH:36]=[CH:35][CH:34]=2)=[C:23]([CH2:26][C:27]2[CH:32]=[CH:31][CH:30]=[CH:29][CH:28]=2)[CH2:24][CH3:25])=[CH:18][CH:17]=1)[CH2:6][CH2:7][CH2:8][O:9]C1CCCCO1)[CH3:2].C1(C)C=CC(S(O)(=O)=O)=CC=1. Given the product [CH2:1]([O:3][C:4](=[O:39])[N:5]([C:16]1[CH:21]=[CH:20][C:19]([C:22]([C:33]2[CH:34]=[CH:35][CH:36]=[CH:37][CH:38]=2)=[C:23]([CH2:26][C:27]2[CH:32]=[CH:31][CH:30]=[CH:29][CH:28]=2)[CH2:24][CH3:25])=[CH:18][CH:17]=1)[CH2:6][CH2:7][CH2:8][OH:9])[CH3:2], predict the reactants needed to synthesize it.